From a dataset of Full USPTO retrosynthesis dataset with 1.9M reactions from patents (1976-2016). Predict the reactants needed to synthesize the given product. (1) Given the product [CH:1]([C:4]1[CH:9]=[CH:8][C:7]([C:10]2[N:14]([CH2:15][CH2:16][O:17][CH3:18])[C:13]3[C:19]([O:26][CH3:27])=[CH:20][C:21]([C:23]([C:28]4[CH:33]=[CH:32][CH:31]=[CH:30][CH:29]=4)([OH:25])[CH3:24])=[CH:22][C:12]=3[N:11]=2)=[CH:6][CH:5]=1)([CH3:3])[CH3:2], predict the reactants needed to synthesize it. The reactants are: [CH:1]([C:4]1[CH:9]=[CH:8][C:7]([C:10]2[N:14]([CH2:15][CH2:16][O:17][CH3:18])[C:13]3[C:19]([O:26][CH3:27])=[CH:20][C:21]([C:23](=[O:25])[CH3:24])=[CH:22][C:12]=3[N:11]=2)=[CH:6][CH:5]=1)([CH3:3])[CH3:2].[C:28]1([Mg]Br)[CH:33]=[CH:32][CH:31]=[CH:30][CH:29]=1. (2) Given the product [CH3:17][C:15]1[CH:14]=[CH:13][C:11]2[N:12]=[C:8]([C:4]3[CH:3]=[C:2]([N:1]4[C:27](=[O:28])[C:21]5[C:20](=[CH:19][CH:18]=[C:23]([C:24]([OH:26])=[O:25])[CH:22]=5)[C:30]4=[O:29])[CH:7]=[CH:6][CH:5]=3)[O:9][C:10]=2[CH:16]=1, predict the reactants needed to synthesize it. The reactants are: [NH2:1][C:2]1[CH:3]=[C:4]([C:8]2[O:9][C:10]3[CH:16]=[C:15]([CH3:17])[CH:14]=[CH:13][C:11]=3[N:12]=2)[CH:5]=[CH:6][CH:7]=1.[CH:18]1[C:23]([C:24]([OH:26])=[O:25])=[CH:22][C:21]2[C:27]([O:29][C:30](=O)[C:20]=2[CH:19]=1)=[O:28]. (3) Given the product [C:3]([OH:27])(=[O:2])[C:4]1[CH:9]=[CH:8][CH:7]=[CH:6][CH:5]=1, predict the reactants needed to synthesize it. The reactants are: C[O:2][C:3](=[O:27])[C:4]1[CH:9]=[CH:8][C:7](C(C2C(O)=CC3C(C)(C)CCC(C)(C)C=3C=2)=O)=[CH:6][CH:5]=1.[OH-].[K+].BrCCC. (4) Given the product [O:8]=[C:6]1[C:5](=[CH:9][C:10]2[CH:11]=[C:12]3[C:17](=[CH:18][CH:19]=2)[N:16]=[CH:15][CH:14]=[CH:13]3)[S:4][C:3]([NH:28][C:26]([C:22]2[S:21][CH:25]=[CH:24][CH:23]=2)=[NH:27])=[N:7]1, predict the reactants needed to synthesize it. The reactants are: CS[C:3]1[S:4]/[C:5](=[CH:9]\[C:10]2[CH:11]=[C:12]3[C:17](=[CH:18][CH:19]=2)[N:16]=[CH:15][CH:14]=[CH:13]3)/[C:6](=[O:8])[N:7]=1.Cl.[S:21]1[CH:25]=[CH:24][CH:23]=[C:22]1[C:26](=[NH:28])[NH2:27].CCN(C(C)C)C(C)C.